From a dataset of Retrosynthesis with 50K atom-mapped reactions and 10 reaction types from USPTO. Predict the reactants needed to synthesize the given product. (1) Given the product CCCCN(C(=O)C1=COc2ccc(O)cc2O1)c1ccccc1, predict the reactants needed to synthesize it. The reactants are: CCCCNc1ccccc1.O=C(O)C1=COc2ccc(O)cc2O1. (2) Given the product CC[C@H]1OC[C@@H](c2ccccc2)N(C(=O)OC(C)(C)C)C1=O, predict the reactants needed to synthesize it. The reactants are: CC(C)(C)OC(=O)OC(=O)OC(C)(C)C.CC[C@H]1OC[C@@H](c2ccccc2)NC1=O. (3) Given the product COC(=O)c1cc2ccncc2s1, predict the reactants needed to synthesize it. The reactants are: COC(=O)c1cc2c(Br)cncc2s1. (4) Given the product Cc1ccc(-c2ccccc2C(=O)Nc2ccc3c(c2)CCN3C(=O)Cc2ccnc(-n3c(C)ccc3C)n2)cc1, predict the reactants needed to synthesize it. The reactants are: Cc1ccc(-c2ccccc2C(=O)Nc2ccc3c(c2)CCN3)cc1.Cc1ccc(C)n1-c1nccc(CC(=O)O)n1.